This data is from Forward reaction prediction with 1.9M reactions from USPTO patents (1976-2016). The task is: Predict the product of the given reaction. The product is: [ClH:58].[CH3:29][N:31]([CH3:32])[C:24]([C:23]1[CH:27]=[CH:28][C:20]([CH2:19][N:16]2[CH2:17][CH2:18][N:13]([C:8]3[C:7]([C:5]([O:4][CH:2]([CH3:3])[CH3:1])=[O:6])=[CH:12][CH:11]=[CH:10][N:9]=3)[CH2:14][CH2:15]2)=[CH:21][CH:22]=1)=[O:25]. Given the reactants [CH3:1][CH:2]([O:4][C:5]([C:7]1[C:8]([N:13]2[CH2:18][CH2:17][N:16]([CH2:19][C:20]3[CH:28]=[CH:27][C:23]([C:24](O)=[O:25])=[CH:22][CH:21]=3)[CH2:15][CH2:14]2)=[N:9][CH:10]=[CH:11][CH:12]=1)=[O:6])[CH3:3].[CH2:29]([N:31](CC1C=CC(CC)=CC=1)[C@H:32]1CCN(C2C(C(OC(C)C)=O)=CC=CN=2)C1)C.[ClH:58].CNC.CCN=C=NCCCN(C)C.C1C=CC2N(O)N=NC=2C=1, predict the reaction product.